Dataset: Forward reaction prediction with 1.9M reactions from USPTO patents (1976-2016). Task: Predict the product of the given reaction. Given the reactants [N:1]1[CH:6]=[CH:5][C:4]([C:7]2[CH:8]=[C:9]([C:14]3[CH:19]=[CH:18][CH:17]=[CH:16][CH:15]=3)[CH:10]=[CH:11][C:12]=2[OH:13])=[CH:3][N:2]=1.[Cl:20][C:21]1[CH:22]=[C:23]([S:28]([N:31](CC2C=CC(OC)=CC=2OC)[C:32]2[S:33][CH:34]=[N:35][N:36]=2)(=[O:30])=[O:29])[CH:24]=[CH:25][C:26]=1F.C(=O)([O-])[O-].[K+].[K+], predict the reaction product. The product is: [Cl:20][C:21]1[CH:22]=[C:23]([S:28]([NH:31][C:32]2[S:33][CH:34]=[N:35][N:36]=2)(=[O:29])=[O:30])[CH:24]=[CH:25][C:26]=1[O:13][C:12]1[CH:11]=[CH:10][C:9]([C:14]2[CH:19]=[CH:18][CH:17]=[CH:16][CH:15]=2)=[CH:8][C:7]=1[C:4]1[CH:5]=[CH:6][N:1]=[N:2][CH:3]=1.